From a dataset of Experimentally validated miRNA-target interactions with 360,000+ pairs, plus equal number of negative samples. Binary Classification. Given a miRNA mature sequence and a target amino acid sequence, predict their likelihood of interaction. (1) The protein sequence of the target gene is MLGQAVLFTTFLLLRAHQGQDCPDSSEEVVGVSGKPVQLRPSNIQTKDVSVQWKKTEQGSHRKIEILNWYNDGPSWSNVSFSDIYGFDYGDFALSIKSAKLQDSGHYLLEITNTGGKVCNKNFQLLILDHVETPNLKAQWKPWTNGTCQLFLSCLVTKDDNVSYALYRGSTLISNQRNSTHWENQIDASSLHTYTCNVSNRASWANHTLNFTHGCQSVPSNFRFLPFGVIIVILVTLFLGAIICFCVWTKKRKQLQFSPKEPLTIYEYVKDSRASRDQQGCSRASGSPSAVQEDGRGQRE.... The miRNA is hsa-miR-6746-3p with sequence CAGCCGCCGCCUGUCUCCACAG. Result: 0 (no interaction). (2) The miRNA is mmu-miR-150-5p with sequence UCUCCCAACCCUUGUACCAGUG. The protein sequence of the target gene is MPKSCAARQCCNRYSSRRKQLTFHRFPFSRPELLKEWVLNIGRGNFKPKQHTVICSEHFRPECFSAFGNRKNLKHNAVPTVFAFQDPTQQVRENTDPASERGNASSSQKEKVLPEAGAGEDSPGRNMDTALEELQLPPNAEGHVKQVSPRRPQATEAVGRPTGPAGLRRTPNKQPSDHSYALLDLDSLKKKLFLTLKENEKLRKRLQAQRLVMRRMSSRLRACKGHQGLQARLGPEQQS. Result: 0 (no interaction). (3) The miRNA is mmu-miR-377-3p with sequence AUCACACAAAGGCAACUUUUGU. The protein sequence of the target gene is MGTEWHKPKLSLALVLLTLEAGWAQEGSEPVLLEGECLVVCEPGRPTAGGPGGAALGEAPPGRVAFAAVRSHHHEPAGETGNGTSGAIYFDQVLVNEGEGFDRTSGCFVAPVRGVYSFRFHVVKVYNRQTVQVSLMLNTWPVISAFANDPDVTREAATSSVLLPLDPGDRVSLRLRRGNLLGGWKYSSFSGFLIFPL. Result: 1 (interaction). (4) The miRNA is hsa-miR-4744 with sequence UCUAAAGACUAGACUUCGCUAUG. The protein sequence of the target gene is MLRVPLCTPLPLLALLQLLGAAHGIYNVTQRTFKLDYSRDRFLKDGQPFRYISGSIHYFRIPRFYWEDRLLKMKMAGLNAIQMYVPWNFHEPQPGQYEFSGDRDVEHFIQLAHELGLLVILRPGPYICAEWDMGGLPAWLLEKQSIVLRSSDPDYLVAVDKWLAVLLPKMKPLLYQNGGPIITVQVENEYGSYFACDYDYLRFLVHRFRYHLGNDVILFTTDGASEKMLKCGTLQDLYATVDFGTGNNITQAFLVQRKFEPKGPLINSEFYTGWLDHWGKPHSTVKTKTLATSLYNLLAR.... Result: 0 (no interaction).